Dataset: Full USPTO retrosynthesis dataset with 1.9M reactions from patents (1976-2016). Task: Predict the reactants needed to synthesize the given product. (1) The reactants are: CCCCCC.C([Li])CCC.[CH2:12]([O:19][C:20]1[CH:25]=[CH:24][CH:23]=[CH:22][C:21]=1Br)[C:13]1[CH:18]=[CH:17][CH:16]=[CH:15][CH:14]=1.[F:27][C:28]1[CH:29]=[C:30]([CH:33]=[CH:34][CH:35]=1)[CH:31]=[O:32].O. Given the product [CH2:12]([O:19][C:20]1[CH:25]=[CH:24][CH:23]=[CH:22][C:21]=1[CH:31]([C:30]1[CH:33]=[CH:34][CH:35]=[C:28]([F:27])[CH:29]=1)[OH:32])[C:13]1[CH:18]=[CH:17][CH:16]=[CH:15][CH:14]=1, predict the reactants needed to synthesize it. (2) Given the product [OH:1][CH:2]([CH2:8][C:9]1[CH:14]=[CH:13][C:12]([O:15][CH2:16][C:17]2[CH:22]=[CH:21][CH:20]=[CH:19][CH:18]=2)=[CH:11][CH:10]=1)[C:3]([OH:5])=[O:4], predict the reactants needed to synthesize it. The reactants are: [OH:1][CH:2]([CH2:8][C:9]1[CH:14]=[CH:13][C:12]([O:15][CH2:16][C:17]2[CH:22]=[CH:21][CH:20]=[CH:19][CH:18]=2)=[CH:11][CH:10]=1)[C:3]([O:5]CC)=[O:4].Cl. (3) Given the product [C:6]([CH:5]([CH2:13][C:14]([C:16]1[CH:21]=[CH:20][C:19]([Cl:22])=[CH:18][C:17]=1[Cl:23])=[O:15])[C:4]([O:3][CH2:1][CH3:2])=[O:9])(=[O:7])[CH3:8], predict the reactants needed to synthesize it. The reactants are: [CH2:1]([O:3][C:4](=[O:9])[CH2:5][C:6]([CH3:8])=[O:7])[CH3:2].[H-].[Na+].Cl[CH2:13][C:14]([C:16]1[CH:21]=[CH:20][C:19]([Cl:22])=[CH:18][C:17]=1[Cl:23])=[O:15].